Task: Predict the reactants needed to synthesize the given product.. Dataset: Full USPTO retrosynthesis dataset with 1.9M reactions from patents (1976-2016) (1) Given the product [NH2:24][C:21]1[CH:22]=[CH:23][C:18]([C:15]2[CH:16]=[CH:17][C:12]([C:10]([N:2]([CH3:1])[C@H:3]([C:7]([O:9][CH3:28])=[O:8])[CH:4]([CH3:6])[CH3:5])=[O:11])=[CH:13][CH:14]=2)=[CH:19][CH:20]=1, predict the reactants needed to synthesize it. The reactants are: [CH3:1][N:2]([C:10]([C:12]1[CH:17]=[CH:16][C:15]([C:18]2[CH:23]=[CH:22][C:21]([N+:24]([O-])=O)=[CH:20][CH:19]=2)=[CH:14][CH:13]=1)=[O:11])[C@H:3]([C:7]([O-:9])=[O:8])[CH:4]([CH3:6])[CH3:5].Cl.[CH2:28](O)C. (2) Given the product [CH3:1][C:2]1[CH:10]=[C:9]2[C:5](=[CH:4][CH:3]=1)[CH2:6][CH:7]=[CH:8]2, predict the reactants needed to synthesize it. The reactants are: [CH3:1][C:2]1[CH:10]=[C:9]2[C:5]([CH2:6][CH2:7][CH:8]2O)=[CH:4][CH:3]=1.O.C1(C)C=CC(S(O)(=O)=O)=CC=1. (3) Given the product [CH2:8]=[CH:9][C:10]1[CH:15]=[CH:14][C:13]([S:16]([Cl:2])(=[O:19])=[O:17])=[CH:12][CH:11]=1, predict the reactants needed to synthesize it. The reactants are: P(Cl)(Cl)(Cl)(Cl)[Cl:2].[Na+].[CH2:8]=[CH:9][C:10]1[CH:15]=[CH:14][C:13]([S:16]([O-:19])(=O)=[O:17])=[CH:12][CH:11]=1. (4) Given the product [NH2:19][C:15]12[CH2:18][C:11]([C:9]([NH:8][C:6]3[CH:5]=[CH:4][N:3]=[C:2]([CH3:1])[N:7]=3)=[O:10])([CH2:17][CH2:16]1)[CH2:12][CH2:13][CH2:14]2, predict the reactants needed to synthesize it. The reactants are: [CH3:1][C:2]1[N:7]=[C:6]([NH:8][C:9]([C:11]23[CH2:18][C:15]([NH:19]C(=O)OCC4C=CC=CC=4)([CH2:16][CH2:17]2)[CH2:14][CH2:13][CH2:12]3)=[O:10])[CH:5]=[CH:4][N:3]=1.